This data is from Reaction yield outcomes from USPTO patents with 853,638 reactions. The task is: Predict the reaction yield, written as a fraction of the theoretical maximum amount of product (1.0 means a 100% yield; for example, 0.34 means a 34% yield). (1) The reactants are [NH2:1][C:2]1[N:6]([C:7]2[CH:12]=[CH:11][CH:10]=[CH:9][CH:8]=2)[N:5]=[C:4]([CH3:13])[CH:3]=1.[C:14]1(=O)[CH2:19][CH2:18][CH2:17][CH2:16][CH2:15]1. The catalyst is C(O)(=O)C. The product is [C:14]1([C:3]2[C:4]([CH3:13])=[N:5][N:6]([C:7]3[CH:12]=[CH:11][CH:10]=[CH:9][CH:8]=3)[C:2]=2[NH2:1])[CH2:19][CH2:18][CH2:17][CH2:16][CH:15]=1. The yield is 0.740. (2) The reactants are [Cl:1][C:2]1[N:7]=[C:6](Cl)[CH:5]=[CH:4][N:3]=1.[OH:9][C:10]1[CH:42]=[CH:41][CH:40]=[CH:39][C:11]=1[CH2:12][NH:13][C:14]([NH:16][C:17]1[N:21]([C:22]2[CH:27]=[CH:26][CH:25]=[C:24]([S:28]([C:31]([F:34])([F:33])[F:32])(=[O:30])=[O:29])[CH:23]=2)[N:20]=[C:19]([C:35]([CH3:38])([CH3:37])[CH3:36])[CH:18]=1)=[O:15].[OH-].[Na+].[Cl-].[NH4+]. The catalyst is CC(C)=O. The product is [Cl:1][C:2]1[N:7]=[C:6]([O:9][C:10]2[CH:42]=[CH:41][CH:40]=[CH:39][C:11]=2[CH2:12][NH:13][C:14]([NH:16][C:17]2[N:21]([C:22]3[CH:27]=[CH:26][CH:25]=[C:24]([S:28]([C:31]([F:32])([F:33])[F:34])(=[O:30])=[O:29])[CH:23]=3)[N:20]=[C:19]([C:35]([CH3:37])([CH3:38])[CH3:36])[CH:18]=2)=[O:15])[CH:5]=[CH:4][N:3]=1. The yield is 0.760. (3) The reactants are [CH2:1]([C@@H:8]1[CH2:12][O:11][C:10](=[O:13])[N:9]1[C:14](=[O:23])[CH2:15][C:16]1[CH:21]=[CH:20][C:19]([Cl:22])=[CH:18][CH:17]=1)[C:2]1[CH:7]=[CH:6][CH:5]=[CH:4][CH:3]=1.CCN(C(C)C)C(C)C.[CH:33]1([CH2:36][N:37]([CH2:45]OC)[C:38](=[O:44])[O:39][C:40]([CH3:43])([CH3:42])[CH3:41])[CH2:35][CH2:34]1. The catalyst is C(Cl)Cl.Cl[Ti](Cl)(Cl)Cl. The product is [CH2:1]([C@@H:8]1[CH2:12][O:11][C:10](=[O:13])[N:9]1[C:14](=[O:23])[C@@H:15]([C:16]1[CH:17]=[CH:18][C:19]([Cl:22])=[CH:20][CH:21]=1)[CH2:45][N:37]([CH2:36][CH:33]1[CH2:34][CH2:35]1)[C:38](=[O:44])[O:39][C:40]([CH3:43])([CH3:41])[CH3:42])[C:2]1[CH:7]=[CH:6][CH:5]=[CH:4][CH:3]=1. The yield is 0.870. (4) The reactants are [O:1]1[CH:5]=[CH:4][CH:3]=[C:2]1[C:6](Cl)=[O:7].[NH2:9][CH:10]1[CH2:21][CH2:20][CH2:19][C@H:18]([CH2:22][CH3:23])[O:17][C:16](=[O:24])[CH2:15][C@H:14]2[C@H:25]3[C@@H:33]([CH:34]=[C:13]2[C:12](=[O:49])[C@@H:11]1[CH3:50])[C@H:32]1[C@@H:28]([CH2:29][C@@H:30]([O:35][C@H:36]2[C@H:41]([O:42][CH3:43])[CH:40]([O:44][CH3:45])[C@@H:39]([O:46][CH3:47])[C@H:38]([CH3:48])[O:37]2)[CH2:31]1)[CH:27]=[CH:26]3.NC1CCC[C@H](CC)OC(=O)C[C@H]2[C@H]3[C@@H](C=C2C(=O)[C@@H]1C)[C@H]1[C@@H](C[C@@H](O[C@H]2[C@H](OC)C(OC)[C@@H](OC)[C@H](C)O2)C1)C(C)=C3.CCN(C(C)C)C(C)C.C([O-])(O)=O.[Na+]. The catalyst is C(Cl)Cl. The product is [CH2:22]([C@@H:18]1[O:17][C:16](=[O:24])[CH2:15][C@H:14]2[C@H:25]3[C@@H:33]([CH:34]=[C:13]2[C:12](=[O:49])[C@H:11]([CH3:50])[C@@H:10]([NH:9][C:6]([C:2]2[O:1][CH:5]=[CH:4][CH:3]=2)=[O:7])[CH2:21][CH2:20][CH2:19]1)[C@H:32]1[C@@H:28]([CH2:29][C@@H:30]([O:35][CH:36]2[C@H:41]([O:42][CH3:43])[C@H:40]([O:44][CH3:45])[CH:39]([O:46][CH3:47])[C@H:38]([CH3:48])[O:37]2)[CH2:31]1)[CH:27]=[CH:26]3)[CH3:23]. The yield is 0.325. (5) The reactants are [CH3:1][O:2][CH2:3][CH2:4][O:5][CH2:6][C:7]([C:10]1[CH:15]=[CH:14][C:13]([NH:16][C:17](=[O:19])[CH3:18])=[CH:12][C:11]=1[N+:20]([O-])=O)([CH3:9])[CH3:8]. The catalyst is CO.[Ni]. The product is [NH2:20][C:11]1[CH:12]=[C:13]([NH:16][C:17](=[O:19])[CH3:18])[CH:14]=[CH:15][C:10]=1[C:7]([CH3:9])([CH3:8])[CH2:6][O:5][CH2:4][CH2:3][O:2][CH3:1]. The yield is 0.350. (6) The reactants are [CH3:1][O:2][C:3](=[O:11])[CH:4]([CH:8]([CH3:10])[CH3:9])[C:5]([NH2:7])=[CH2:6].N1C=CC=CC=1.C(Cl)(=O)[C:19]1[CH:24]=[CH:23][C:22]([O:25][CH3:26])=[CH:21][CH:20]=1.O.C1C[O:33][CH2:32]C1. No catalyst specified. The product is [CH3:1][O:2][C:3](=[O:11])[CH:4]([CH:8]([CH3:9])[CH3:10])[C:5]([NH:7][C:32](=[O:33])[C:21]1[CH:20]=[CH:19][CH:24]=[CH:23][C:22]=1[O:25][CH3:26])=[CH2:6]. The yield is 0.330.